From a dataset of Peptide-MHC class I binding affinity with 185,985 pairs from IEDB/IMGT. Regression. Given a peptide amino acid sequence and an MHC pseudo amino acid sequence, predict their binding affinity value. This is MHC class I binding data. (1) The peptide sequence is LLFKLLEYS. The MHC is H-2-Db with pseudo-sequence H-2-Db. The binding affinity (normalized) is 0. (2) The peptide sequence is GVVTKSGDY. The MHC is HLA-A30:02 with pseudo-sequence HLA-A30:02. The binding affinity (normalized) is 0.363. (3) The peptide sequence is QQQQQLLDVV. The MHC is Mamu-B03 with pseudo-sequence Mamu-B03. The binding affinity (normalized) is 0. (4) The MHC is HLA-A31:01 with pseudo-sequence HLA-A31:01. The binding affinity (normalized) is 0.423. The peptide sequence is FFNLLAKEQR. (5) The peptide sequence is LPVFTWLAL. The MHC is HLA-B07:02 with pseudo-sequence HLA-B07:02. The binding affinity (normalized) is 0.923.